Dataset: Reaction yield outcomes from USPTO patents with 853,638 reactions. Task: Predict the reaction yield, written as a fraction of the theoretical maximum amount of product (1.0 means a 100% yield; for example, 0.34 means a 34% yield). (1) The reactants are [F:1][C:2]1[CH:3]=[CH:4][C:5]([CH2:8]OS(C)(=O)=O)=[N:6][CH:7]=1.[N-:14]=[N+]=[N-].[Na+]. The catalyst is CN(C=O)C.CCCCCC.CCOC(C)=O. The product is [NH2:14][CH2:8][C:5]1[CH:4]=[CH:3][C:2]([F:1])=[CH:7][N:6]=1. The yield is 0.600. (2) The reactants are [Cl:1][C:2]1[CH:3]=[C:4]([C:9](=O)[CH2:10][C:11](=O)[C:12]([F:15])([F:14])[F:13])[CH:5]=[CH:6][C:7]=1[Cl:8].[NH2:18][C:19]1[C:23]([C:24]2[CH:29]=[CH:28][N:27]=[C:26]([CH3:30])[CH:25]=2)=[CH:22][NH:21][N:20]=1. No catalyst specified. The product is [Cl:1][C:2]1[CH:3]=[C:4]([C:9]2[CH:10]=[C:11]([C:12]([F:15])([F:14])[F:13])[N:20]3[N:21]=[CH:22][C:23]([C:24]4[CH:29]=[CH:28][N:27]=[C:26]([CH3:30])[CH:25]=4)=[C:19]3[N:18]=2)[CH:5]=[CH:6][C:7]=1[Cl:8]. The yield is 0.470. (3) The reactants are C(O)(=O)C.[C:5]1([C@H:11]([NH:13][C:14]2[CH2:23][CH2:22][C:17]3([O:21][CH2:20][CH2:19][O:18]3)[CH2:16][C:15]=2[C:24]([O:26][CH2:27][CH3:28])=[O:25])[CH3:12])[CH:10]=[CH:9][CH:8]=[CH:7][CH:6]=1. The catalyst is C(O)C.CCOC(C)=O.[Pt]. The product is [C:5]1([C@H:11]([NH:13][C@@H:14]2[CH2:23][CH2:22][C:17]3([O:21][CH2:20][CH2:19][O:18]3)[CH2:16][C@@H:15]2[C:24]([O:26][CH2:27][CH3:28])=[O:25])[CH3:12])[CH:10]=[CH:9][CH:8]=[CH:7][CH:6]=1. The yield is 0.540. (4) The reactants are [CH3:1][O:2][C:3](=[O:24])[C:4]1[CH:9]=[CH:8][CH:7]=[C:6]([CH2:10][N:11]([C:17]2[CH:22]=[CH:21][CH:20]=[CH:19][C:18]=2I)[C:12](=[O:16])[C:13]#[C:14][CH3:15])[CH:5]=1.[F:25][C:26]1[CH:31]=[CH:30][C:29](B(O)O)=[CH:28][CH:27]=1. The catalyst is C1COCC1.[Pd].C1(P(C2C=CC=CC=2)C2C=CC=CC=2)C=CC=CC=1.C1(P(C2C=CC=CC=2)C2C=CC=CC=2)C=CC=CC=1.C1(P(C2C=CC=CC=2)C2C=CC=CC=2)C=CC=CC=1.C1(P(C2C=CC=CC=2)C2C=CC=CC=2)C=CC=CC=1.S1C=CC=C1C(O)=O.[Cu]. The product is [CH3:1][O:2][C:3](=[O:24])[C:4]1[CH:9]=[CH:8][CH:7]=[C:6]([CH2:10][N:11]2[C:17]3[C:22](=[CH:21][CH:20]=[CH:19][CH:18]=3)[C:13](=[C:14]([C:29]3[CH:30]=[CH:31][C:26]([F:25])=[CH:27][CH:28]=3)[CH3:15])[C:12]2=[O:16])[CH:5]=1. The yield is 0.600. (5) The reactants are [Br:1][C:2]1[C:3]([CH3:10])=[C:4]([CH3:9])[C:5](N)=[N:6][CH:7]=1.[OH:11]S(O)(=O)=O.N([O-])=O.[Na+]. The catalyst is O. The product is [Br:1][C:2]1[C:3]([CH3:10])=[C:4]([CH3:9])[C:5](=[O:11])[NH:6][CH:7]=1. The yield is 0.620.